From a dataset of Forward reaction prediction with 1.9M reactions from USPTO patents (1976-2016). Predict the product of the given reaction. (1) The product is: [CH3:1][N:2]1[C:10]2[C:5](=[CH:6][CH:7]=[CH:8][CH:9]=2)[C:4]([CH2:11][CH:12]([CH3:14])[CH3:13])=[C:3]1[C:15]([N:17]([CH:36]1[CH2:41][CH2:40][CH2:39][CH2:38][CH2:37]1)[C@H:18]([C:20]([NH:22][CH:23]([C:32](=[O:35])[CH2:33][O:54][C:46]1[C:47]([F:53])=[C:48]([F:52])[CH:49]=[C:50]([F:51])[C:45]=1[F:44])[CH2:24][C:25]([O:27][C:28]([CH3:31])([CH3:30])[CH3:29])=[O:26])=[O:21])[CH3:19])=[O:16]. Given the reactants [CH3:1][N:2]1[C:10]2[C:5](=[CH:6][CH:7]=[CH:8][CH:9]=2)[C:4]([CH2:11][CH:12]([CH3:14])[CH3:13])=[C:3]1[C:15]([N:17]([CH:36]1[CH2:41][CH2:40][CH2:39][CH2:38][CH2:37]1)[C@H:18]([C:20]([NH:22][CH:23]([C:32](=[O:35])[CH2:33]Br)[CH2:24][C:25]([O:27][C:28]([CH3:31])([CH3:30])[CH3:29])=[O:26])=[O:21])[CH3:19])=[O:16].[F-].[K+].[F:44][C:45]1[C:50]([F:51])=[CH:49][C:48]([F:52])=[C:47]([F:53])[C:46]=1[OH:54].CCCCCC.CCOC(C)=O, predict the reaction product. (2) Given the reactants [CH3:1][O:2][C:3]1[CH:22]=[CH:21][C:6]([CH2:7][C@@H:8]2[C:12]3=[N:13][C:14]4[CH:19]=[CH:18][CH:17]=[CH:16][C:15]=4[N:11]3[C:10](=[O:20])[NH:9]2)=[CH:5][CH:4]=1.[C:23]1([N:29]2[CH:33]=[CH:32][C:31]([CH2:34][NH2:35])=[N:30]2)[CH:28]=[CH:27][CH:26]=[CH:25][CH:24]=1.C(O)(C(F)(F)F)=O, predict the reaction product. The product is: [NH:13]1[C:14]2[CH:19]=[CH:18][CH:17]=[CH:16][C:15]=2[N:11]=[C:12]1[C@H:8]([NH:9][C:10]([NH:35][CH2:34][C:31]1[CH:32]=[CH:33][N:29]([C:23]2[CH:24]=[CH:25][CH:26]=[CH:27][CH:28]=2)[N:30]=1)=[O:20])[CH2:7][C:6]1[CH:21]=[CH:22][C:3]([O:2][CH3:1])=[CH:4][CH:5]=1. (3) Given the reactants [CH:1]12[CH2:10][CH:5]3[CH2:6][CH:7]([CH2:9][CH:3]([CH2:4]3)[CH:2]1[N:11]1[C:14](=[O:15])[C:13]([CH3:17])([CH3:16])[NH:12]1)[CH2:8]2.[F:18][C:19]1[CH:26]=[CH:25][CH:24]=[CH:23][C:20]=1[CH2:21]Br, predict the reaction product. The product is: [F:18][C:19]1[CH:26]=[CH:25][CH:24]=[CH:23][C:20]=1[CH2:21][N:12]1[C:13]([CH3:17])([CH3:16])[C:14](=[O:15])[N:11]1[CH:2]1[CH:3]2[CH2:4][CH:5]3[CH2:6][CH:7]([CH2:8][CH:1]1[CH2:10]3)[CH2:9]2. (4) Given the reactants Br[C:2]1[CH:3]=[N:4][C:5]2[N:6]([N:8]=[C:9]([C:11]([CH3:14])([CH3:13])[CH3:12])[CH:10]=2)[CH:7]=1.[C:15]([C:17]1[CH:22]=[CH:21][CH:20]=[C:19]([CH3:23])[CH:18]=1)#[CH:16], predict the reaction product. The product is: [C:11]([C:9]1[CH:10]=[C:5]2[N:4]=[CH:3][C:2]([C:16]#[C:15][C:17]3[CH:18]=[C:19]([CH3:23])[CH:20]=[CH:21][CH:22]=3)=[CH:7][N:6]2[N:8]=1)([CH3:14])([CH3:13])[CH3:12]. (5) Given the reactants [H-].[Na+].[C:3]([O:9][CH2:10][CH3:11])(=[O:8])[CH2:4][C:5]([CH3:7])=[O:6].[Li]CCCC.CON(C)[C:20](=[O:27])[C:21]1[CH:26]=[CH:25][CH:24]=[CH:23][CH:22]=1, predict the reaction product. The product is: [CH2:10]([O:9][C:3](=[O:8])[CH2:4][C:5](=[O:6])[CH2:7][C:20](=[O:27])[C:21]1[CH:26]=[CH:25][CH:24]=[CH:23][CH:22]=1)[CH3:11]. (6) The product is: [Cl:38][C:2]1[CH:6]=[C:5]([C:7]([OH:9])=[O:8])[N:4]([C:10]2[C:15]([Cl:16])=[CH:14][CH:13]=[CH:12][N:11]=2)[N:3]=1. Given the reactants Br[C:2]1[CH:6]=[C:5]([C:7]([OH:9])=[O:8])[N:4]([C:10]2[C:15]([Cl:16])=[CH:14][CH:13]=[CH:12][N:11]=2)[N:3]=1.BrC1C=C(C(NC2C(C(NC(C)C)=O)=CC([Cl:38])=CC=2C)=O)N(C2C(Cl)=CC=CN=2)N=1.BrC1C=C(C(NC2C(C(NC)=O)=CC(Cl)=CC=2C)=O)N(C2C(Cl)=CC=CN=2)N=1, predict the reaction product.